From a dataset of Full USPTO retrosynthesis dataset with 1.9M reactions from patents (1976-2016). Predict the reactants needed to synthesize the given product. The reactants are: [N:1]12[CH2:9][CH2:8][CH:5]([CH2:6][CH2:7]1)[NH:4][C:3](=O)[CH2:2]2.[H-].[Al+3].[Li+].[H-].[H-].[H-]. Given the product [N:1]12[CH2:9][CH2:8][CH:5]([CH2:6][CH2:7]1)[NH:4][CH2:3][CH2:2]2, predict the reactants needed to synthesize it.